Task: Predict the reaction yield, written as a fraction of the theoretical maximum amount of product (1.0 means a 100% yield; for example, 0.34 means a 34% yield).. Dataset: Reaction yield outcomes from USPTO patents with 853,638 reactions (1) The reactants are [N:1]([O-:3])=[O:2].[Na+].Cl[CH2:6][CH2:7][C:8]([C:10]1[CH:15]=[CH:14][C:13]([F:16])=[C:12]([F:17])[CH:11]=1)=[O:9].C1(C=C(O)C=C(O)C=1)O. The catalyst is [I-].[Na+].CN(C)C=O. The product is [F:17][C:12]1[CH:11]=[C:10]([C:8](=[O:9])[CH2:7][CH2:6][N+:1]([O-:3])=[O:2])[CH:15]=[CH:14][C:13]=1[F:16]. The yield is 0.658. (2) The reactants are BrC1C=C[C:5](NCC(OC)=O)=[N:6]C=1.[CH2:14]([N:16]1[C:24]2[C:19](=[CH:20][C:21]([F:25])=[CH:22][CH:23]=2)[C:18]([CH:26]=O)=[CH:17]1)[CH3:15].CN1C2C(=CC=CC=2)C(C)=C1C=O. No catalyst specified. The product is [CH2:14]([N:16]1[C:24]2[C:19](=[CH:20][C:21]([F:25])=[CH:22][CH:23]=2)[C:18]([CH2:26][NH:6][CH3:5])=[CH:17]1)[CH3:15]. The yield is 0.500. (3) The reactants are [NH:1]([C:3]1[N:4]=[C:5]2[C:11]([CH3:12])=[C:10]([C:13]3[CH:18]=[CH:17][C:16]([C:19]4([CH3:24])[O:23][CH2:22][CH2:21][O:20]4)=[CH:15][CH:14]=3)[N:9]([CH2:25][O:26][CH2:27][CH2:28][Si:29]([CH3:32])([CH3:31])[CH3:30])[C:6]2=[N:7][CH:8]=1)[NH2:2].O.NN.[CH:36](OCC)(OCC)OCC. No catalyst specified. The product is [CH3:12][C:11]1[C:5]2[N:4]3[CH:36]=[N:2][N:1]=[C:3]3[CH:8]=[N:7][C:6]=2[N:9]([CH2:25][O:26][CH2:27][CH2:28][Si:29]([CH3:30])([CH3:32])[CH3:31])[C:10]=1[C:13]1[CH:18]=[CH:17][C:16]([C:19]2([CH3:24])[O:20][CH2:21][CH2:22][O:23]2)=[CH:15][CH:14]=1. The yield is 0.600. (4) The reactants are C(OC([N:8]([C:22]1[N:23]=[C:24]2[CH:29]=[CH:28][CH:27]=[CH:26][N:25]2[C:30]=1[CH3:31])[S:9]([C:12]1[CH:21]=[CH:20][C:15]([C:16]([O:18][CH3:19])=[O:17])=[CH:14][CH:13]=1)(=[O:11])=[O:10])=O)(C)(C)C.Cl. The catalyst is O1CCOCC1.CCOCC. The product is [CH3:31][C:30]1[N:25]2[CH:26]=[CH:27][CH:28]=[CH:29][C:24]2=[N:23][C:22]=1[NH:8][S:9]([C:12]1[CH:21]=[CH:20][C:15]([C:16]([O:18][CH3:19])=[O:17])=[CH:14][CH:13]=1)(=[O:11])=[O:10]. The yield is 0.650. (5) The reactants are Cl.Cl.[F:3][C:4]1[CH:12]=[CH:11][C:7]([CH2:8][NH:9][NH2:10])=[CH:6][CH:5]=1.[CH3:13][C:14]([CH3:21])([CH3:20])[C:15](=O)[CH2:16][C:17]#[N:18]. The catalyst is C(O)C. The product is [C:14]([C:15]1[CH:16]=[C:17]([NH2:18])[N:9]([CH2:8][C:7]2[CH:11]=[CH:12][C:4]([F:3])=[CH:5][CH:6]=2)[N:10]=1)([CH3:21])([CH3:20])[CH3:13]. The yield is 0.990. (6) The reactants are [F:1][C:2]1[CH:7]=[C:6]([CH:8]=[O:9])[CH:5]=[CH:4][C:3]=1B(O)O.[C:13]([C:15]1[CH:20]=[CH:19][CH:18]=[CH:17][C:16]=1B(O)O)#[N:14].C(=O)([O-])[O-].[Na+].[Na+].C1(C)C=CC=CC=1. The catalyst is [Br-].C([N+](CCCC)(CCCC)CCCC)CCC.C(OCC)(=O)C.C1C=CC(P(C2C=CC=CC=2)[C-]2C=CC=C2)=CC=1.C1C=CC(P(C2C=CC=CC=2)[C-]2C=CC=C2)=CC=1.Cl[Pd]Cl.[Fe+2]. The product is [F:1][C:2]1[CH:7]=[C:6]([CH2:8][OH:9])[CH:5]=[CH:4][C:3]=1[C:16]1[C:15]([C:13]#[N:14])=[CH:20][CH:19]=[CH:18][CH:17]=1. The yield is 0.300. (7) The reactants are [O:1]=[C:2]1[CH2:7][CH2:6][CH2:5][C:4]([C:8]([O:10][CH3:11])=[O:9])=[CH:3]1.[N-:12]=[N+]=[N-].[Na+].CS(O)(=O)=O.C(=O)(O)[O-].[Na+]. The catalyst is C(Cl)(Cl)Cl. The product is [O:1]=[C:2]1[CH:3]=[C:4]([C:8]([O:10][CH3:11])=[O:9])[CH2:5][CH2:6][CH2:7][NH:12]1. The yield is 0.800.